From a dataset of Forward reaction prediction with 1.9M reactions from USPTO patents (1976-2016). Predict the product of the given reaction. (1) The product is: [CH2:1]([CH:8]1[C:16]2[C:11](=[CH:12][CH:13]=[C:14]([OH:17])[CH:15]=2)[C:10](=[O:19])[NH:9]1)[C:2]1[CH:3]=[CH:4][CH:5]=[CH:6][CH:7]=1. Given the reactants [CH2:1]([CH:8]1[C:16]2[C:11](=[CH:12][CH:13]=[C:14]([O:17]C)[CH:15]=2)[C:10](=[O:19])[N:9]1C(OC(C)(C)C)=O)[C:2]1[CH:7]=[CH:6][CH:5]=[CH:4][CH:3]=1.B(Br)(Br)Br.N#N, predict the reaction product. (2) Given the reactants [F:1][C:2]([F:26])([F:25])[C:3]1[N:8]2[N:9]=[CH:10][C:11]([C:12](O)=[O:13])=[C:7]2[N:6]=[C:5]([C:15]2[CH:20]=[CH:19][C:18]([C:21]([F:24])([F:23])[F:22])=[CH:17][CH:16]=2)[CH:4]=1.[NH2:27][C:28]1[S:29][C:30]([S:34]([N:37]2[CH2:41][CH2:40][CH:39]([OH:42])[CH2:38]2)(=[O:36])=[O:35])=[C:31]([CH3:33])[N:32]=1, predict the reaction product. The product is: [OH:42][CH:39]1[CH2:40][CH2:41][N:37]([S:34]([C:30]2[S:29][C:28]([NH:27][C:12]([C:11]3[CH:10]=[N:9][N:8]4[C:3]([C:2]([F:26])([F:25])[F:1])=[CH:4][C:5]([C:15]5[CH:20]=[CH:19][C:18]([C:21]([F:24])([F:22])[F:23])=[CH:17][CH:16]=5)=[N:6][C:7]=34)=[O:13])=[N:32][C:31]=2[CH3:33])(=[O:36])=[O:35])[CH2:38]1. (3) Given the reactants [F:1][C:2]([F:32])([F:31])[O:3][C:4]1[CH:9]=[CH:8][C:7]([C:10]2[S:14][C:13]([NH:15][C:16]([NH:18][C:19]3[C:24]([CH3:25])=[CH:23][C:22]([CH3:26])=[CH:21][C:20]=3[CH3:27])=[O:17])=[C:12]([C:28]([OH:30])=O)[CH:11]=2)=[CH:6][CH:5]=1.CN(C(ON1N=NC2C=CC=NC1=2)=[N+](C)C)C.F[P-](F)(F)(F)(F)F.CCN(C(C)C)C(C)C.Cl.[NH2:67][C@@H:68]([CH:73]1[CH2:78][CH2:77][CH2:76][CH2:75][CH2:74]1)[C:69]([O:71][CH3:72])=[O:70], predict the reaction product. The product is: [CH:73]1([C@H:68]([NH:67][C:28]([C:12]2[CH:11]=[C:10]([C:7]3[CH:6]=[CH:5][C:4]([O:3][C:2]([F:1])([F:32])[F:31])=[CH:9][CH:8]=3)[S:14][C:13]=2[NH:15][C:16]([NH:18][C:19]2[C:24]([CH3:25])=[CH:23][C:22]([CH3:26])=[CH:21][C:20]=2[CH3:27])=[O:17])=[O:30])[C:69]([O:71][CH3:72])=[O:70])[CH2:78][CH2:77][CH2:76][CH2:75][CH2:74]1.